From a dataset of Forward reaction prediction with 1.9M reactions from USPTO patents (1976-2016). Predict the product of the given reaction. (1) Given the reactants FC1C=C(NC(=O)[CH2:20][C:21]([NH:23][C:24]2[CH:29]=[CH:28][C:27]([F:30])=[CH:26][CH:25]=2)=[O:22])C=CC=1OC1C2SC=CC=2N=CN=1.[F:32][C:33]1[CH:34]=[C:35]([NH:52][C:53](NC(=O)CC2C=CC(F)=CC=2)=S)[CH:36]=[CH:37][C:38]=1[O:39][C:40]1[C:45]2=[C:46]([CH3:51])[C:47](OC)=[CH:48][N:44]2[N:43]=[CH:42][N:41]=1.C(N(C(C)C)CC)(C)C.[B-](F)(F)(F)F.CN(C([O:87]N1N=NC2C1=CC=CC=2)=[N+](C)C)C, predict the reaction product. The product is: [F:32][C:33]1[CH:34]=[C:35]([NH:52][C:53](=[O:87])[CH2:20][C:21]([NH:23][C:24]2[CH:29]=[CH:28][C:27]([F:30])=[CH:26][CH:25]=2)=[O:22])[CH:36]=[CH:37][C:38]=1[O:39][C:40]1[C:45]2=[C:46]([CH3:51])[CH:47]=[CH:48][N:44]2[N:43]=[CH:42][N:41]=1. (2) Given the reactants I[C:2]1[NH:3][CH:4]=[C:5]([C:7]2[S:8][C:9]([CH3:12])=[CH:10][CH:11]=2)[N:6]=1.[S:13]1[C:17](B(O)O)=[CH:16][CH:15]=[C:14]1B(O)O.C([O-])([O-])=O.[Na+].[Na+].N#N, predict the reaction product. The product is: [CH3:12][C:9]1[S:8][C:7]([C:5]2[N:6]=[C:2]([C:14]3[S:13][C:17]([C:2]4[NH:3][CH:4]=[C:5]([C:7]5[S:8][C:9]([CH3:12])=[CH:10][CH:11]=5)[N:6]=4)=[CH:16][CH:15]=3)[NH:3][CH:4]=2)=[CH:11][CH:10]=1. (3) Given the reactants OC(C(F)(F)F)=O.[NH:8]1[CH2:11][CH:10]([NH:12][C:13](=[O:29])[CH2:14][NH:15][C:16]2[C:20]3[CH:21]=[C:22]([C:25]([F:28])([F:27])[F:26])[CH:23]=[CH:24][C:19]=3[O:18][N:17]=2)[CH2:9]1.[C:30]([CH:32]1[CH2:37][CH2:36][C:35](=O)[CH2:34][CH2:33]1)#[N:31], predict the reaction product. The product is: [C:30]([CH:32]1[CH2:37][CH2:36][CH:35]([N:8]2[CH2:11][CH:10]([NH:12][C:13](=[O:29])[CH2:14][NH:15][C:16]3[C:20]4[CH:21]=[C:22]([C:25]([F:27])([F:26])[F:28])[CH:23]=[CH:24][C:19]=4[O:18][N:17]=3)[CH2:9]2)[CH2:34][CH2:33]1)#[N:31]. (4) Given the reactants [CH:1]([C:3]1[CH:17]=[CH:16][C:15]([C:18]([F:21])([F:20])[F:19])=[CH:14][C:4]=1[O:5][C:6]1[CH:7]=[C:8]([CH:11]=[CH:12][CH:13]=1)[C:9]#[N:10])=[O:2].[BH4-].[Na+], predict the reaction product. The product is: [OH:2][CH2:1][C:3]1[CH:17]=[CH:16][C:15]([C:18]([F:19])([F:20])[F:21])=[CH:14][C:4]=1[O:5][C:6]1[CH:7]=[C:8]([CH:11]=[CH:12][CH:13]=1)[C:9]#[N:10]. (5) Given the reactants [Cl-].[In+3].[Cl-].[Cl-].FC(F)(F)C(O)=O.[CH3:12][S:13]([CH2:16][C:17]1[CH:18]=[CH:19][CH:20]=[C:21]2[C:25]=1[NH:24][CH:23]=[CH:22]2)(=[O:15])=[O:14].O[CH:27]([C:33]1[CH:38]=[CH:37][C:36]([CH3:39])=[CH:35][CH:34]=1)[CH:28]1[CH2:30][CH:29]1[C:31]#[N:32], predict the reaction product. The product is: [CH3:39][C:36]1[CH:37]=[CH:38][C:33]([CH:27]([C:22]2[C:21]3[C:25](=[C:17]([CH2:16][S:13]([CH3:12])(=[O:15])=[O:14])[CH:18]=[CH:19][CH:20]=3)[NH:24][CH:23]=2)[CH:28]2[CH2:30][CH:29]2[C:31]#[N:32])=[CH:34][CH:35]=1. (6) Given the reactants [NH:1]([C:18]([O:20][C:21]([CH3:24])([CH3:23])[CH3:22])=[O:19])[C@H:2]([C:7]([NH:9][C@H:10]([C:15]([OH:17])=O)[CH2:11][CH:12]([CH3:14])[CH3:13])=[O:8])[C@H:3]([CH2:5][CH3:6])[CH3:4].C1C=C2C(N(O)N=NC2=CC=1)=O.[NH2:37][C@H:38]([C:46]([NH:48][C@H:49]([C:60]([N:62]1[CH2:156][CH2:155][CH2:154][C@H:63]1[C:64]([NH:66][C@H:67]([C:78]([NH:80][C@H:81]([C:92]([N:94]1[CH2:153][CH2:152][CH2:151][C@H:95]1[C:96]([NH:98][C@H:99]([C:110]([NH:112][C@H:113]([C:121]([NH:123][C@H:124]([C:132]([NH:134][C@H:135]([C:148]([NH2:150])=[O:149])[CH2:136][CH2:137][CH2:138][CH2:139][NH:140][C:141]([O:143][C:144]([CH3:147])([CH3:146])[CH3:145])=[O:142])=[O:133])[CH2:125][CH2:126][CH2:127][NH:128][C:129](=[NH:131])[NH2:130])=[O:122])[CH2:114][CH2:115][CH2:116][NH:117][C:118](=[NH:120])[NH2:119])=[O:111])[CH2:100][C:101]1[C:109]2[C:104](=[CH:105][CH:106]=[CH:107][CH:108]=2)[NH:103][CH:102]=1)=[O:97])=[O:93])[CH2:82][C:83]1[C:91]2[C:86](=[CH:87][CH:88]=[CH:89][CH:90]=2)[NH:85][CH:84]=1)=[O:79])[CH2:68][C:69]1[C:77]2[C:72](=[CH:73][CH:74]=[CH:75][CH:76]=2)[NH:71][CH:70]=1)=[O:65])=[O:61])[CH2:50][C:51]1[C:59]2[C:54](=[CH:55][CH:56]=[CH:57][CH:58]=2)[NH:53][CH:52]=1)=[O:47])[CH2:39][CH2:40][CH2:41][NH:42][C:43](=[NH:45])[NH2:44].C(Cl)CCl.Cl, predict the reaction product. The product is: [NH:1]([C:18]([O:20][C:21]([CH3:24])([CH3:23])[CH3:22])=[O:19])[C@H:2]([C:7]([NH:9][C@H:10]([C:15]([NH:37][C@H:38]([C:46]([NH:48][C@H:49]([C:60]([N:62]1[CH2:156][CH2:155][CH2:154][C@H:63]1[C:64]([NH:66][C@H:67]([C:78]([NH:80][C@H:81]([C:92]([N:94]1[CH2:153][CH2:152][CH2:151][C@H:95]1[C:96]([NH:98][C@H:99]([C:110]([NH:112][C@H:113]([C:121]([NH:123][C@H:124]([C:132]([NH:134][C@H:135]([C:148]([NH2:150])=[O:149])[CH2:136][CH2:137][CH2:138][CH2:139][NH:140][C:141]([O:143][C:144]([CH3:147])([CH3:146])[CH3:145])=[O:142])=[O:133])[CH2:125][CH2:126][CH2:127][NH:128][C:129](=[NH:130])[NH2:131])=[O:122])[CH2:114][CH2:115][CH2:116][NH:117][C:118](=[NH:119])[NH2:120])=[O:111])[CH2:100][C:101]1[C:109]2[C:104](=[CH:105][CH:106]=[CH:107][CH:108]=2)[NH:103][CH:102]=1)=[O:97])=[O:93])[CH2:82][C:83]1[C:91]2[C:86](=[CH:87][CH:88]=[CH:89][CH:90]=2)[NH:85][CH:84]=1)=[O:79])[CH2:68][C:69]1[C:77]2[C:72](=[CH:73][CH:74]=[CH:75][CH:76]=2)[NH:71][CH:70]=1)=[O:65])=[O:61])[CH2:50][C:51]1[C:59]2[C:54](=[CH:55][CH:56]=[CH:57][CH:58]=2)[NH:53][CH:52]=1)=[O:47])[CH2:39][CH2:40][CH2:41][NH:42][C:43](=[NH:44])[NH2:45])=[O:17])[CH2:11][CH:12]([CH3:13])[CH3:14])=[O:8])[C@H:3]([CH2:5][CH3:6])[CH3:4].